This data is from Forward reaction prediction with 1.9M reactions from USPTO patents (1976-2016). The task is: Predict the product of the given reaction. (1) Given the reactants [NH2:1][C:2]1[CH:28]=[CH:27][C:5]([CH2:6][C@@H:7]2[CH2:11][CH2:10][C@H:9]([C@H:12]([OH:19])[C:13]3[CH:18]=[CH:17][CH:16]=[CH:15][CH:14]=3)[N:8]2[C:20]([O:22][C:23]([CH3:26])([CH3:25])[CH3:24])=[O:21])=[CH:4][CH:3]=1.C1C(=O)N([Br:36])C(=O)C1, predict the reaction product. The product is: [NH2:1][C:2]1[CH:3]=[CH:4][C:5]([CH2:6][C@@H:7]2[CH2:11][CH2:10][C@H:9]([C@H:12]([OH:19])[C:13]3[CH:18]=[CH:17][CH:16]=[CH:15][CH:14]=3)[N:8]2[C:20]([O:22][C:23]([CH3:25])([CH3:24])[CH3:26])=[O:21])=[CH:27][C:28]=1[Br:36]. (2) Given the reactants [Cl:1][C:2]1[N:7]=[CH:6][C:5]2[C:8]([NH:30][CH2:31][CH3:32])=[N:9][N:10]([C:11]([C:24]3[CH:29]=[CH:28][CH:27]=[CH:26][CH:25]=3)([C:18]3[CH:23]=[CH:22][CH:21]=[CH:20][CH:19]=3)[C:12]3[CH:17]=[CH:16][CH:15]=[CH:14][CH:13]=3)[C:4]=2[CH:3]=1.[Li+].C[Si]([N-][Si](C)(C)C)(C)C.[CH3:43][C:44]([O:47][C:48](O[C:48]([O:47][C:44]([CH3:46])([CH3:45])[CH3:43])=[O:49])=[O:49])([CH3:46])[CH3:45].O, predict the reaction product. The product is: [Cl:1][C:2]1[N:7]=[CH:6][C:5]2[C:8]([N:30]([CH2:31][CH3:32])[C:48](=[O:49])[O:47][C:44]([CH3:46])([CH3:45])[CH3:43])=[N:9][N:10]([C:11]([C:18]3[CH:23]=[CH:22][CH:21]=[CH:20][CH:19]=3)([C:12]3[CH:13]=[CH:14][CH:15]=[CH:16][CH:17]=3)[C:24]3[CH:25]=[CH:26][CH:27]=[CH:28][CH:29]=3)[C:4]=2[CH:3]=1.